Task: Predict the reaction yield, written as a fraction of the theoretical maximum amount of product (1.0 means a 100% yield; for example, 0.34 means a 34% yield).. Dataset: Reaction yield outcomes from USPTO patents with 853,638 reactions (1) The reactants are [Si]([O:8][CH2:9][CH2:10][NH:11][C@@H:12]1[C:20]2[C:15](=[C:16]([C:21]3[S:25][C:24]([C:26]4[CH:27]=[CH:28][C:29]([O:34][CH:35]([CH3:37])[CH3:36])=[C:30]([CH:33]=4)[C:31]#[N:32])=[N:23][CH:22]=3)[CH:17]=[CH:18][CH:19]=2)[CH2:14][CH2:13]1)(C(C)(C)C)(C)C.Cl. The catalyst is CCOCC. The product is [OH:8][CH2:9][CH2:10][NH:11][C@@H:12]1[C:20]2[C:15](=[C:16]([C:21]3[S:25][C:24]([C:26]4[CH:27]=[CH:28][C:29]([O:34][CH:35]([CH3:37])[CH3:36])=[C:30]([CH:33]=4)[C:31]#[N:32])=[N:23][CH:22]=3)[CH:17]=[CH:18][CH:19]=2)[CH2:14][CH2:13]1. The yield is 0.800. (2) The reactants are [CH2:1]([C@@H:8]1[C@@H:12]([CH2:13][OH:14])[C@H:11]([CH3:15])[O:10][C:9]1=[O:16])[C:2]1[CH:7]=[CH:6][CH:5]=[CH:4][CH:3]=1. The catalyst is C1(P([C-]2C=CC=C2)C2C=CC=CC=2)C=CC=CC=1.[C-]1(P(C2C=CC=CC=2)C2C=CC=CC=2)C=CC=C1.[Fe+2].C1COCC1. The product is [CH2:1]([C@@H:8]1[C@@H:12]([CH2:13][O:14][CH2:3][C:2]([CH3:7])=[CH2:1])[C@H:11]([CH3:15])[O:10][C:9]1=[O:16])[C:2]1[CH:3]=[CH:4][CH:5]=[CH:6][CH:7]=1. The yield is 0.800.